This data is from CYP1A2 inhibition data for predicting drug metabolism from PubChem BioAssay. The task is: Regression/Classification. Given a drug SMILES string, predict its absorption, distribution, metabolism, or excretion properties. Task type varies by dataset: regression for continuous measurements (e.g., permeability, clearance, half-life) or binary classification for categorical outcomes (e.g., BBB penetration, CYP inhibition). Dataset: cyp1a2_veith. (1) The drug is CCCCOC(=O)Nc1cccc(C(=O)OCC)c1. The result is 1 (inhibitor). (2) The compound is NCc1ccccc1CC(=O)N[C@@H]1C(=O)N2C(C(=O)O)=C(CSc3nnnn3CC(=O)O)CS[C@@H]12. The result is 0 (non-inhibitor). (3) The result is 1 (inhibitor). The compound is O=C(c1ccc(N2CCCCC2)c([N+](=O)[O-])c1)N(Cc1ccccc1)c1ccccn1.